Predict the reactants needed to synthesize the given product. From a dataset of Full USPTO retrosynthesis dataset with 1.9M reactions from patents (1976-2016). (1) Given the product [Cl:1][C:2]1[S:6][C:5]([C:7]2[CH:31]=[CH:30][C:10]3[C:11]4[CH:17]=[CH:16][C:15]([S:18]([NH:21][C@@H:22]([CH:27]([CH3:28])[CH3:29])[C:23]([OH:25])=[O:24])(=[O:19])=[O:20])=[CH:14][C:12]=4[S:13][C:9]=3[CH:8]=2)=[CH:4][CH:3]=1, predict the reactants needed to synthesize it. The reactants are: [Cl:1][C:2]1[S:6][C:5]([C:7]2[CH:31]=[CH:30][C:10]3[C:11]4[CH:17]=[CH:16][C:15]([S:18]([NH:21][C@@H:22]([CH:27]([CH3:29])[CH3:28])[C:23]([O:25]C)=[O:24])(=[O:20])=[O:19])=[CH:14][C:12]=4[S:13][C:9]=3[CH:8]=2)=[CH:4][CH:3]=1.[Li+].[OH-]. (2) Given the product [Br:1][C:2]1[CH:3]=[CH:4][C:5]([N:12]2[CH2:13][CH2:14][N:9]([CH2:15][CH2:16][OH:17])[CH2:10][CH2:11]2)=[N:6][CH:7]=1, predict the reactants needed to synthesize it. The reactants are: [Br:1][C:2]1[CH:3]=[CH:4][C:5](I)=[N:6][CH:7]=1.[N:9]1([CH2:15][CH2:16][OH:17])[CH2:14][CH2:13][NH:12][CH2:11][CH2:10]1.O.